Dataset: Retrosynthesis with 50K atom-mapped reactions and 10 reaction types from USPTO. Task: Predict the reactants needed to synthesize the given product. The reactants are: COc1ccc2c(c1)[C@H]1CCCN(Cc3ccccc3)[C@@H]1CO2. Given the product COc1ccc2c(c1)C1CCCNC1CO2, predict the reactants needed to synthesize it.